Task: Predict which catalyst facilitates the given reaction.. Dataset: Catalyst prediction with 721,799 reactions and 888 catalyst types from USPTO (1) Reactant: O[CH2:2][C:3]1[C:4]([C:27]([O:29][CH2:30][CH3:31])=[O:28])=[N:5][N:6]([C:8]([C:21]2[CH:26]=[CH:25][CH:24]=[CH:23][CH:22]=2)([C:15]2[CH:20]=[CH:19][CH:18]=[CH:17][CH:16]=2)[C:9]2[CH:14]=[CH:13][CH:12]=[CH:11][CH:10]=2)[CH:7]=1.C1(P(C2C=CC=CC=2)C2C=CC=CC=2)C=CC=CC=1.[I:51]I.N1C=CN=C1. The catalyst class is: 4. Product: [I:51][CH2:2][C:3]1[C:4]([C:27]([O:29][CH2:30][CH3:31])=[O:28])=[N:5][N:6]([C:8]([C:21]2[CH:26]=[CH:25][CH:24]=[CH:23][CH:22]=2)([C:15]2[CH:20]=[CH:19][CH:18]=[CH:17][CH:16]=2)[C:9]2[CH:14]=[CH:13][CH:12]=[CH:11][CH:10]=2)[CH:7]=1. (2) Reactant: [C:1]([C:5]1[O:9][N:8]=[C:7]([NH:10][C:11]([C@@H:13]2[CH2:16][CH2:15][NH:14]2)=[O:12])[CH:6]=1)([CH3:4])([CH3:3])[CH3:2].Cl.[CH2:18]([S:21](Cl)(=[O:23])=[O:22])[CH2:19][CH3:20].C(N(CC)C(C)C)(C)C. The catalyst class is: 39. Product: [C:1]([C:5]1[O:9][N:8]=[C:7]([NH:10][C:11]([C@@H:13]2[CH2:16][CH2:15][N:14]2[S:21]([CH2:18][CH2:19][CH3:20])(=[O:23])=[O:22])=[O:12])[CH:6]=1)([CH3:4])([CH3:2])[CH3:3]. (3) Reactant: [NH2:1][C:2]1[CH:3]=[C:4]([CH:21]=[CH:22][CH:23]=1)[O:5][C:6]1[CH:18]=[CH:17][C:9]2[N:10]=[C:11]([NH:13][C:14](=[O:16])[CH3:15])[S:12][C:8]=2[C:7]=1[C:19]#[N:20].[N:24]([C:27]1[CH:32]=[CH:31][C:30]([C:33]([F:36])([F:35])[F:34])=[CH:29][CH:28]=1)=[C:25]=[O:26]. Product: [C:19]([C:7]1[C:8]2[S:12][C:11]([NH:13][C:14](=[O:16])[CH3:15])=[N:10][C:9]=2[CH:17]=[CH:18][C:6]=1[O:5][C:4]1[CH:21]=[CH:22][CH:23]=[C:2]([NH:1][C:25](=[O:26])[NH:24][C:27]2[CH:32]=[CH:31][C:30]([C:33]([F:34])([F:36])[F:35])=[CH:29][CH:28]=2)[CH:3]=1)#[N:20]. The catalyst class is: 42. (4) Reactant: C[O:2][C:3]1[CH:12]=[CH:11][C:10]2[C:5](=[CH:6][C:7]([O:13][CH3:14])=[CH:8][N:9]=2)[N:4]=1.Br. Product: [CH3:14][O:13][C:7]1[CH:6]=[C:5]2[C:10]([CH:11]=[CH:12][C:3](=[O:2])[NH:4]2)=[N:9][CH:8]=1. The catalyst class is: 15.